Dataset: Reaction yield outcomes from USPTO patents with 853,638 reactions. Task: Predict the reaction yield, written as a fraction of the theoretical maximum amount of product (1.0 means a 100% yield; for example, 0.34 means a 34% yield). (1) The reactants are [CH3:1][C:2]1([CH3:19])[CH:7]([OH:8])[CH:6]([OH:9])[CH2:5][CH:4]([C:10]2[CH:15]=[CH:14][N:13]=[CH:12][C:11]=2[N+:16]([O-:18])=[O:17])[O:3]1.N1C=CN=C1.[C:25]([Si:29](Cl)([CH3:31])[CH3:30])([CH3:28])([CH3:27])[CH3:26].O. The catalyst is CN(C=O)C. The product is [Si:29]([O:9][CH:6]1[CH2:5][CH:4]([C:10]2[CH:15]=[CH:14][N:13]=[CH:12][C:11]=2[N+:16]([O-:18])=[O:17])[O:3][C:2]([CH3:19])([CH3:1])[CH:7]1[OH:8])([C:25]([CH3:28])([CH3:27])[CH3:26])([CH3:31])[CH3:30]. The yield is 0.770. (2) The reactants are [F:1][CH:2]1[CH2:6][N:5]([C@@H](C2C=CC=CC=2)C)[CH2:4][C@@:3]1([CH3:22])[C:15]([O:17][C:18]([CH3:21])([CH3:20])[CH3:19])=[O:16].[CH2:23]([O:30][C:31](Cl)=[O:32])[C:24]1[CH:29]=[CH:28][CH:27]=[CH:26][CH:25]=1. The catalyst is ClCCl. The product is [CH2:23]([O:30][C:31]([N:5]1[CH2:6][CH:2]([F:1])[C@:3]([CH3:22])([C:15]([O:17][C:18]([CH3:21])([CH3:20])[CH3:19])=[O:16])[CH2:4]1)=[O:32])[C:24]1[CH:29]=[CH:28][CH:27]=[CH:26][CH:25]=1. The yield is 0.810.